This data is from Full USPTO retrosynthesis dataset with 1.9M reactions from patents (1976-2016). The task is: Predict the reactants needed to synthesize the given product. (1) Given the product [CH3:24][C:14]1[CH:19]=[CH:18][C:17]([S:20]([O:10][C:6]2[CH:7]=[C:8]([CH3:9])[C:3]([O:2][CH3:1])=[CH:4][C:5]=2[N+:11]([O-:13])=[O:12])(=[O:22])=[O:21])=[CH:16][CH:15]=1, predict the reactants needed to synthesize it. The reactants are: [CH3:1][O:2][C:3]1[C:8]([CH3:9])=[CH:7][C:6]([OH:10])=[C:5]([N+:11]([O-:13])=[O:12])[CH:4]=1.[C:14]1([CH3:24])[CH:19]=[CH:18][C:17]([S:20](Cl)(=[O:22])=[O:21])=[CH:16][CH:15]=1.C(N(CC)CC)C.O. (2) Given the product [N+:11]([C:14]1[CH:15]=[CH:16][CH:17]=[C:18]2[C:22]=1[C:21](=[O:23])[N:20]([CH:24]([C:30]1[CH:35]=[CH:34][C:33]([O:36][CH3:37])=[C:32]([O:38][CH2:39][CH3:40])[CH:31]=1)[CH2:25][S:26]([CH3:29])(=[O:28])=[O:27])[CH2:19]2)([O-:13])=[O:12], predict the reactants needed to synthesize it. The reactants are: C1(=O)C2C(=CC=CC=2)CN1.[N+:11]([C:14]1[CH:15]=[CH:16][CH:17]=[C:18]2[C:22]=1[C:21](=[O:23])[N:20]([C@@H:24]([C:30]1[CH:35]=[CH:34][C:33]([O:36][CH3:37])=[C:32]([O:38][CH2:39][CH3:40])[CH:31]=1)[CH2:25][S:26]([CH3:29])(=[O:28])=[O:27])[CH2:19]2)([O-:13])=[O:12].[H][H].C(=O)([O-])[O-].[K+].[K+].C(=O)([O-])O.[Na+].C(OC1C=C([C@H](N)CS(C)(=O)=O)C=CC=1OC)C.C(OC1C=C([C@@H](N)CS(C)(=O)=O)C=CC=1OC)C. (3) Given the product [C:1]1([CH3:42])[CH:6]=[CH:5][CH:4]=[CH:3][C:2]=1[N:7]1[CH2:12][CH2:11][N:10]([NH:13][C:14]([CH:16]2[CH2:21][NH:20][CH2:19][CH2:18][N:17]2[S:29]([C:32]2[CH:37]=[CH:36][C:35]([O:38][CH3:39])=[C:34]([O:40][CH3:41])[CH:33]=2)(=[O:30])=[O:31])=[O:15])[CH2:9][CH2:8]1, predict the reactants needed to synthesize it. The reactants are: [C:1]1([CH3:42])[CH:6]=[CH:5][CH:4]=[CH:3][C:2]=1[N:7]1[CH2:12][CH2:11][N:10]([NH:13][C:14]([C@@H:16]2[CH2:21][N:20](C(OC(C)(C)C)=O)[CH2:19][CH2:18][N:17]2[S:29]([C:32]2[CH:37]=[CH:36][C:35]([O:38][CH3:39])=[C:34]([O:40][CH3:41])[CH:33]=2)(=[O:31])=[O:30])=[O:15])[CH2:9][CH2:8]1.FC(F)(F)C(O)=O. (4) Given the product [ClH:55].[ClH:55].[O:23]1[C:32]2[CH:31]=[C:30]([CH2:33][NH:1][CH:2]3[CH2:3][CH2:4][N:5]([CH2:8][CH2:9][N:10]4[C:15](=[O:16])[CH:14]=[N:13][C:12]5[CH:17]=[CH:18][C:19]([O:21][CH3:22])=[N:20][C:11]4=5)[CH2:6][CH2:7]3)[N:29]=[CH:28][C:27]=2[O:26][CH2:25][CH2:24]1, predict the reactants needed to synthesize it. The reactants are: [NH2:1][CH:2]1[CH2:7][CH2:6][N:5]([CH2:8][CH2:9][N:10]2[C:15](=[O:16])[CH:14]=[N:13][C:12]3[CH:17]=[CH:18][C:19]([O:21][CH3:22])=[N:20][C:11]2=3)[CH2:4][CH2:3]1.[O:23]1[C:32]2[CH:31]=[C:30]([CH:33]=O)[N:29]=[CH:28][C:27]=2[O:26][CH2:25][CH2:24]1.C(O[BH-](OC(=O)C)OC(=O)C)(=O)C.[Na+].C([O-])(O)=O.[Na+].C(Cl)[Cl:55]. (5) Given the product [CH2:35]([C:10]1[CH:11]=[CH:12][C:13]([C:15]([N:17]2[CH2:22][CH2:21][CH:20]([C:23]3[CH:24]=[CH:25][C:26]([C:29]4[CH:30]=[N:31][N:32]([CH3:34])[CH:33]=4)=[CH:27][CH:28]=3)[CH2:19][CH2:18]2)=[O:16])=[CH:14][C:9]=1[NH:8][C:6](=[O:7])[C:5]1[CH:37]=[CH:38][C:2]([NH:42][CH:39]([CH3:41])[CH3:40])=[N:3][CH:4]=1)[CH3:36], predict the reactants needed to synthesize it. The reactants are: Cl[C:2]1[CH:38]=[CH:37][C:5]([C:6]([NH:8][C:9]2[CH:14]=[C:13]([C:15]([N:17]3[CH2:22][CH2:21][CH:20]([C:23]4[CH:28]=[CH:27][C:26]([C:29]5[CH:30]=[N:31][N:32]([CH3:34])[CH:33]=5)=[CH:25][CH:24]=4)[CH2:19][CH2:18]3)=[O:16])[CH:12]=[CH:11][C:10]=2[CH2:35][CH3:36])=[O:7])=[CH:4][N:3]=1.[CH:39]([NH2:42])([CH3:41])[CH3:40].